This data is from Forward reaction prediction with 1.9M reactions from USPTO patents (1976-2016). The task is: Predict the product of the given reaction. (1) Given the reactants [CH3:1][O:2][CH2:3][CH2:4][CH2:5][O:6][C:7]1[CH:8]=[C:9]([CH:29]=[CH:30][C:31]=1[O:32][CH3:33])[CH2:10][C@H:11]([CH:26]([CH3:28])[CH3:27])[CH2:12][C@H:13]([NH:18][C:19](=[O:25])[O:20][C:21]([CH3:24])([CH3:23])[CH3:22])[C@@H:14]([OH:17])[CH2:15][NH2:16].[CH3:34][CH2:35][CH2:36][CH2:37][CH2:38][N:39]=[C:40]=[S:41], predict the reaction product. The product is: [CH3:1][O:2][CH2:3][CH2:4][CH2:5][O:6][C:7]1[CH:8]=[C:9]([CH:29]=[CH:30][C:31]=1[O:32][CH3:33])[CH2:10][C@H:11]([CH:26]([CH3:28])[CH3:27])[CH2:12][C@H:13]([NH:18][C:19]([O:20][C:21]([CH3:24])([CH3:23])[CH3:22])=[O:25])[C@@H:14]([OH:17])[CH2:15][NH:16][C:40]([NH:39][CH2:38][CH2:37][CH2:36][CH2:35][CH3:34])=[S:41]. (2) Given the reactants Cl[C:2]1[CH:7]=[C:6]([O:8][C:9]2[CH:14]=[CH:13][C:12]([NH2:15])=[C:11]([F:16])[C:10]=2[F:17])[CH:5]=[CH:4][N:3]=1.[CH3:18][N:19]1[CH:23]=[C:22](B2OC(C)(C)C(C)(C)O2)[CH:21]=[N:20]1, predict the reaction product. The product is: [F:16][C:11]1[C:10]([F:17])=[C:9]([O:8][C:6]2[CH:5]=[CH:4][N:3]=[C:2]([C:22]3[CH:21]=[N:20][N:19]([CH3:18])[CH:23]=3)[CH:7]=2)[CH:14]=[CH:13][C:12]=1[NH2:15]. (3) Given the reactants [Cl:1][C:2]1[CH:7]=[CH:6][C:5]([O:8][CH3:9])=[C:4]([Cl:10])[C:3]=1[N+:11]([O-])=O, predict the reaction product. The product is: [Cl:10][C:4]1[C:5]([O:8][CH3:9])=[CH:6][CH:7]=[C:2]([Cl:1])[C:3]=1[NH2:11]. (4) Given the reactants Br.[NH2:2][C:3]1[CH:8]=[CH:7][CH:6]=[C:5]([CH:9]([CH3:11])[CH3:10])[C:4]=1[OH:12].C(OCC)(=O)C.C(=O)([O-])O.[Na+].[Cl:24][CH:25]([C:29]1[CH:34]=[CH:33][CH:32]=[CH:31][CH:30]=1)[C:26](Cl)=[O:27], predict the reaction product. The product is: [Cl:24][CH:25]([C:29]1[CH:34]=[CH:33][CH:32]=[CH:31][CH:30]=1)[C:26]([NH:2][C:3]1[CH:8]=[CH:7][CH:6]=[C:5]([CH:9]([CH3:10])[CH3:11])[C:4]=1[OH:12])=[O:27]. (5) Given the reactants [O:1]=[C:2]1[N:8]([CH2:9][C:10]([F:13])([F:12])[F:11])[CH2:7][CH2:6][NH:5][CH2:4][CH:3]1[NH:14][C:15](=[O:21])[O:16][C:17]([CH3:20])([CH3:19])[CH3:18].[F:22][C:23]1[C:30]([F:31])=[CH:29][CH:28]=[CH:27][C:24]=1[CH:25]=O.C([BH3-])#N.[Na+].C(=O)(O)[O-].[Na+], predict the reaction product. The product is: [F:22][C:23]1[C:30]([F:31])=[CH:29][CH:28]=[CH:27][C:24]=1[CH2:25][N:5]1[CH2:4][CH:3]([NH:14][C:15](=[O:21])[O:16][C:17]([CH3:18])([CH3:20])[CH3:19])[C:2](=[O:1])[N:8]([CH2:9][C:10]([F:11])([F:12])[F:13])[CH2:7][CH2:6]1. (6) The product is: [CH3:9][O:8][C:5]1[N:6]=[CH:7][C:2]([NH:1][C:17](=[O:18])[O:19][C:20]2[CH:25]=[CH:24][CH:23]=[CH:22][CH:21]=2)=[N:3][CH:4]=1. Given the reactants [NH2:1][C:2]1[CH:7]=[N:6][C:5]([O:8][CH3:9])=[CH:4][N:3]=1.N1C=CC=CC=1.Cl[C:17]([O:19][C:20]1[CH:25]=[CH:24][CH:23]=[CH:22][CH:21]=1)=[O:18].C(OCC)(=O)C, predict the reaction product. (7) Given the reactants Br[C:2]1[CH:7]=[CH:6][C:5]([NH2:8])=[C:4]([C:9]([F:12])([F:11])[F:10])[CH:3]=1.CO.C(=O)([O-])[O-].[Na+].[Na+].[C:21]([C:23]1[CH:28]=[CH:27][C:26](B(O)O)=[CH:25][CH:24]=1)#[N:22], predict the reaction product. The product is: [NH2:8][C:5]1[CH:6]=[CH:7][C:2]([C:26]2[CH:27]=[CH:28][C:23]([C:21]#[N:22])=[CH:24][CH:25]=2)=[CH:3][C:4]=1[C:9]([F:12])([F:11])[F:10]. (8) The product is: [C:12]([C:5]1[S:6][C:7]([C:8]([O:10][CH3:11])=[O:9])=[C:3]([CH2:2][NH:40][C:26]2[CH:27]=[CH:28][CH:29]=[C:30]([B:31]3[O:35][C:34]([CH3:37])([CH3:36])[C:33]([CH3:38])([CH3:39])[O:32]3)[C:25]=2[CH2:24][O:23][Si:16]([C:19]([CH3:22])([CH3:21])[CH3:20])([CH3:18])[CH3:17])[N:4]=1)([CH3:15])([CH3:14])[CH3:13]. Given the reactants Br[CH2:2][C:3]1[N:4]=[C:5]([C:12]([CH3:15])([CH3:14])[CH3:13])[S:6][C:7]=1[C:8]([O:10][CH3:11])=[O:9].[Si:16]([O:23][CH2:24][C:25]1[C:30]([B:31]2[O:35][C:34]([CH3:37])([CH3:36])[C:33]([CH3:39])([CH3:38])[O:32]2)=[CH:29][CH:28]=[CH:27][C:26]=1[NH2:40])([C:19]([CH3:22])([CH3:21])[CH3:20])([CH3:18])[CH3:17].C(=O)([O-])[O-].[Cs+].[Cs+], predict the reaction product.